Dataset: Forward reaction prediction with 1.9M reactions from USPTO patents (1976-2016). Task: Predict the product of the given reaction. (1) Given the reactants [OH:1][CH:2]1[O:21][C@H:20]([CH2:22][OH:23])[C@@H:7]([O:8][C@@H]2O[C@H](CO)[C@H](O)[C@H](O)[C@H]2O)[C@H:5]([OH:6])[C@H:3]1[OH:4], predict the reaction product. The product is: [O:1]=[CH:2][C@@H:3]([C@H:5]([C@@H:7]([C@@H:20]([CH2:22][OH:23])[OH:21])[OH:8])[OH:6])[OH:4]. (2) Given the reactants [CH3:1][C:2]1([CH3:16])[CH2:10][C:9]2[NH:8][N:7]=[C:6]([C:11]([F:14])([F:13])[F:12])[C:5]=2[C:4](=[O:15])[CH2:3]1.[H-].[Na+].Br[CH2:20][C:21]1[CH:30]=[CH:29][C:24]([C:25]([O:27][CH3:28])=[O:26])=[CH:23][CH:22]=1, predict the reaction product. The product is: [CH3:1][C:2]1([CH3:16])[CH2:10][C:9]2[N:8]([CH2:20][C:21]3[CH:30]=[CH:29][C:24]([C:25]([O:27][CH3:28])=[O:26])=[CH:23][CH:22]=3)[N:7]=[C:6]([C:11]([F:14])([F:13])[F:12])[C:5]=2[C:4](=[O:15])[CH2:3]1. (3) Given the reactants [CH:1]([NH:4][C:5](=[O:25])[CH2:6][N:7]1[CH2:12][CH2:11][N:10]([C:13]2[CH:18]=[C:17]([NH:19][C:20]3[S:21][CH:22]=[CH:23][N:24]=3)[N:16]=[CH:15][N:14]=2)[CH2:9][CH2:8]1)([CH3:3])[CH3:2].[Br:26]Br.S1C=CN=C1, predict the reaction product. The product is: [Br:26][C:22]1[S:21][C:20]([NH:19][C:17]2[N:16]=[CH:15][N:14]=[C:13]([N:10]3[CH2:11][CH2:12][N:7]([CH2:6][C:5]([NH:4][CH:1]([CH3:3])[CH3:2])=[O:25])[CH2:8][CH2:9]3)[CH:18]=2)=[N:24][CH:23]=1.